This data is from Forward reaction prediction with 1.9M reactions from USPTO patents (1976-2016). The task is: Predict the product of the given reaction. (1) Given the reactants [O:1]1[C:5]2([CH2:10][CH2:9][CH:8]([CH:11]3[CH2:16][CH2:15][C:14]([C:18]4[CH:23]=[CH:22][C:21]([O:24][CH2:25][CH2:26][CH2:27][CH3:28])=[C:20]([F:29])[C:19]=4[F:30])(O)[CH2:13][CH2:12]3)[CH2:7][CH2:6]2)[O:4][CH2:3][CH2:2]1.C1(C)C=CC(S(O)(=O)=O)=CC=1, predict the reaction product. The product is: [CH2:25]([O:24][C:21]1[CH:22]=[CH:23][C:18]([CH:14]2[CH2:15][CH2:16][C:11]([CH:8]3[CH2:9][CH2:10][C:5]4([O:1][CH2:2][CH2:3][O:4]4)[CH2:6][CH2:7]3)=[CH:12][CH2:13]2)=[C:19]([F:30])[C:20]=1[F:29])[CH2:26][CH2:27][CH3:28]. (2) Given the reactants [Si]([O:8][CH2:9][CH2:10][CH2:11][N:12]1[C:21](=[O:22])[C:20]2[C:15](=[CH:16][CH:17]=[C:18]([O:31][C:32]([F:35])([F:34])[F:33])[C:19]=2[CH:23]([OH:30])[C:24]2[CH:29]=[CH:28][CH:27]=[CH:26][CH:25]=2)[N:14]([CH3:36])[C:13]1=[O:37])(C(C)(C)C)(C)C.Cl, predict the reaction product. The product is: [OH:30][CH:23]([C:24]1[CH:25]=[CH:26][CH:27]=[CH:28][CH:29]=1)[C:19]1[C:18]([O:31][C:32]([F:33])([F:34])[F:35])=[CH:17][CH:16]=[C:15]2[C:20]=1[C:21](=[O:22])[N:12]([CH2:11][CH2:10][CH2:9][OH:8])[C:13](=[O:37])[N:14]2[CH3:36]. (3) Given the reactants [F:1][C:2]1[CH:9]=[CH:8][C:5]([C:6]#[N:7])=[C:4]([N:10]2[N:14]=[CH:13][CH:12]=[N:11]2)[CH:3]=1.[ClH:15], predict the reaction product. The product is: [ClH:15].[F:1][C:2]1[CH:9]=[CH:8][C:5]([CH2:6][NH2:7])=[C:4]([N:10]2[N:14]=[CH:13][CH:12]=[N:11]2)[CH:3]=1.